From a dataset of NCI-60 drug combinations with 297,098 pairs across 59 cell lines. Regression. Given two drug SMILES strings and cell line genomic features, predict the synergy score measuring deviation from expected non-interaction effect. Drug 1: CC1=C(C=C(C=C1)NC2=NC=CC(=N2)N(C)C3=CC4=NN(C(=C4C=C3)C)C)S(=O)(=O)N.Cl. Drug 2: C1=CC(=CC=C1C#N)C(C2=CC=C(C=C2)C#N)N3C=NC=N3. Cell line: HT29. Synergy scores: CSS=0.608, Synergy_ZIP=2.40, Synergy_Bliss=3.07, Synergy_Loewe=0.323, Synergy_HSA=-0.449.